The task is: Predict which catalyst facilitates the given reaction.. This data is from Catalyst prediction with 721,799 reactions and 888 catalyst types from USPTO. (1) Reactant: [NH2:1][C:2]1[CH:10]=[C:9]2[C:5]([CH:6]=[N:7][N:8]2[CH2:11][O:12][CH2:13][CH2:14][Si:15]([CH3:18])([CH3:17])[CH3:16])=[CH:4][C:3]=1[C:19]1[CH:20]=[C:21]([CH:31]=[CH:32][CH:33]=1)[CH2:22][NH:23][C:24](=[O:30])[O:25][C:26]([CH3:29])([CH3:28])[CH3:27].[Br:34][C:35]1[S:36][CH:37]=[C:38]([C:40](O)=[O:41])[N:39]=1.CN(C(ON1N=NC2C=CC=NC1=2)=[N+](C)C)C.F[P-](F)(F)(F)(F)F.CCN(C(C)C)C(C)C. Product: [Br:34][C:35]1[S:36][CH:37]=[C:38]([C:40]([NH:1][C:2]2[CH:10]=[C:9]3[C:5]([CH:6]=[N:7][N:8]3[CH2:11][O:12][CH2:13][CH2:14][Si:15]([CH3:18])([CH3:17])[CH3:16])=[CH:4][C:3]=2[C:19]2[CH:20]=[C:21]([CH:31]=[CH:32][CH:33]=2)[CH2:22][NH:23][C:24](=[O:30])[O:25][C:26]([CH3:27])([CH3:28])[CH3:29])=[O:41])[N:39]=1. The catalyst class is: 39. (2) Product: [N+:9]([O-:11])([O:8][C@H:7]1[CH2:6][C@H:5]([C:12](=[O:14])[NH2:17])[CH2:4][C@@H:3]1[O:2][CH3:1])=[O:10]. Reactant: [CH3:1][O:2][C@@H:3]1[C@@H:7]([O:8][N+:9]([O-:11])=[O:10])[CH2:6][C@H:5]([C:12]([OH:14])=O)[CH2:4]1.C([N:17](CC)CC)C.N. The catalyst class is: 4. (3) Reactant: FC(F)(F)C(O)=O.[F:8][C:9]1[C:14]([F:15])=[CH:13][CH:12]=[CH:11][C:10]=1[C@H:16]1[CH2:22][N:21]([CH2:23][CH2:24][O:25][CH3:26])[C:20](=[O:27])[C@H:19]([NH:28]C(=O)OC(C)(C)C)[CH2:18][CH2:17]1. Product: [NH2:28][C@@H:19]1[CH2:18][CH2:17][C@@H:16]([C:10]2[CH:11]=[CH:12][CH:13]=[C:14]([F:15])[C:9]=2[F:8])[CH2:22][N:21]([CH2:23][CH2:24][O:25][CH3:26])[C:20]1=[O:27]. The catalyst class is: 4. (4) Reactant: C[O:2][C:3](=[O:45])[C:4]1[CH:9]=[CH:8][C:7]([NH:10][C:11]([C@H:13]2[C@H:17]([C:18]3[CH:23]=[CH:22][CH:21]=[C:20]([Cl:24])[C:19]=3[F:25])[C@:16]([C:28]3[CH:33]=[CH:32][C:31]([Cl:34])=[CH:30][C:29]=3[F:35])([C:26]#[N:27])[C@H:15]([CH2:36][C:37]([CH3:40])([CH3:39])[CH3:38])[NH:14]2)=[O:12])=[CH:6][C:5]=1[C:41]([F:44])([F:43])[F:42].[OH-].[Na+]. Product: [Cl:34][C:31]1[CH:32]=[CH:33][C:28]([C@@:16]2([C:26]#[N:27])[C@H:15]([CH2:36][C:37]([CH3:39])([CH3:38])[CH3:40])[NH:14][C@@H:13]([C:11]([NH:10][C:7]3[CH:8]=[CH:9][C:4]([C:3]([OH:45])=[O:2])=[C:5]([C:41]([F:43])([F:44])[F:42])[CH:6]=3)=[O:12])[C@@H:17]2[C:18]2[CH:23]=[CH:22][CH:21]=[C:20]([Cl:24])[C:19]=2[F:25])=[C:29]([F:35])[CH:30]=1. The catalyst class is: 5. (5) Reactant: [NH2:1][C:2]1[N:7]=[C:6]([N:8]2[C@H:13]([CH3:14])[CH2:12][CH2:11][C@H:10]([C:15]([NH:17][C:18]3[CH:23]=[CH:22][CH:21]=[CH:20][CH:19]=3)=[O:16])[CH2:9]2)[CH:5]=[C:4](Cl)[N:3]=1.[C:25]([C:27]1[CH:32]=[CH:31][C:30](B(O)O)=[CH:29][C:28]=1[F:36])#[N:26].C([O-])(O)=O.[Na+]. Product: [NH2:1][C:2]1[N:7]=[C:6]([N:8]2[C@H:13]([CH3:14])[CH2:12][CH2:11][C@H:10]([C:15]([NH:17][C:18]3[CH:23]=[CH:22][CH:21]=[CH:20][CH:19]=3)=[O:16])[CH2:9]2)[CH:5]=[C:4]([C:30]2[CH:31]=[CH:32][C:27]([C:25]#[N:26])=[C:28]([F:36])[CH:29]=2)[N:3]=1. The catalyst class is: 70.